This data is from Catalyst prediction with 721,799 reactions and 888 catalyst types from USPTO. The task is: Predict which catalyst facilitates the given reaction. (1) Reactant: [C:1]1([C:22]2[CH:27]=[CH:26][CH:25]=[CH:24][CH:23]=2)[CH:6]=[CH:5][CH:4]=[C:3]([N:7]2[CH:12]=[C:11]([O:13]C)[C:10](=[O:15])[CH:9]=[C:8]2[C:16]2[CH:21]=[CH:20][CH:19]=[CH:18][CH:17]=2)[CH:2]=1.B(Br)(Br)Br. Product: [C:1]1([C:22]2[CH:27]=[CH:26][CH:25]=[CH:24][CH:23]=2)[CH:6]=[CH:5][CH:4]=[C:3]([N:7]2[CH:12]=[C:11]([OH:13])[C:10](=[O:15])[CH:9]=[C:8]2[C:16]2[CH:21]=[CH:20][CH:19]=[CH:18][CH:17]=2)[CH:2]=1. The catalyst class is: 2. (2) Reactant: [Cl:1][C:2]1[CH:9]=[CH:8][C:5]([CH:6]=O)=[CH:4][CH:3]=1.S([O-])([O-])(=O)=O.[Mg+2].[NH2:16][C:17]1[CH:25]=[CH:24][CH:23]=[C:22]2[C:18]=1[CH2:19][O:20][C:21]2=[O:26]. Product: [Cl:1][C:2]1[CH:9]=[CH:8][C:5](/[CH:6]=[N:16]/[C:17]2[CH:25]=[CH:24][CH:23]=[C:22]3[C:18]=2[CH2:19][O:20][C:21]3=[O:26])=[CH:4][CH:3]=1. The catalyst class is: 10. (3) Reactant: C(Cl)(Cl)Cl.[C:5]([O:9][C:10]([NH:12][C@H:13]1[CH2:18][CH2:17][C@H:16]([NH2:19])[CH2:15][CH2:14]1)=[O:11])([CH3:8])([CH3:7])[CH3:6].[N+:20]([C:23]1[CH:33]=[CH:32][CH:31]=[C:25]2[C:26]([O:28][C:29](=O)[C:24]=12)=[O:27])([O-:22])=[O:21].C(N1C=CN=C1)(N1C=CN=C1)=O. Product: [C:5]([O:9][C:10]([NH:12][C@H:13]1[CH2:14][CH2:15][C@H:16]([N:19]2[C:29](=[O:28])[C:24]3[C:25](=[CH:31][CH:32]=[CH:33][C:23]=3[N+:20]([O-:22])=[O:21])[C:26]2=[O:27])[CH2:17][CH2:18]1)=[O:11])([CH3:8])([CH3:6])[CH3:7]. The catalyst class is: 6. (4) Reactant: [C:1]([O:5][C:6](=[O:14])[NH:7][CH:8]1[CH2:12][CH2:11][CH:10]([OH:13])[CH2:9]1)([CH3:4])([CH3:3])[CH3:2].CC(OI1(OC(C)=O)(OC(C)=O)OC(=O)C2C=CC=CC1=2)=O. Product: [C:1]([O:5][C:6](=[O:14])[NH:7][CH:8]1[CH2:12][CH2:11][C:10](=[O:13])[CH2:9]1)([CH3:4])([CH3:2])[CH3:3]. The catalyst class is: 2. (5) Reactant: [CH2:1]([O:8][C:9]1[C:14]([C:15]([O:17]CC)=[O:16])=[CH:13][N:12]=[C:11]([N:20]2[CH:24]=[CH:23][CH:22]=[N:21]2)[N:10]=1)[C:2]1[CH:7]=[CH:6][CH:5]=[CH:4][CH:3]=1. Product: [CH2:1]([O:8][C:9]1[C:14]([C:15]([OH:17])=[O:16])=[CH:13][N:12]=[C:11]([N:20]2[CH:24]=[CH:23][CH:22]=[N:21]2)[N:10]=1)[C:2]1[CH:3]=[CH:4][CH:5]=[CH:6][CH:7]=1. The catalyst class is: 20. (6) Reactant: [C:1]([C:3]1[CH:4]=[C:5]([CH:9]=[C:10]([C:12]([N:14]([CH2:18][CH2:19][CH3:20])[CH2:15][CH2:16][CH3:17])=[O:13])[CH:11]=1)[C:6]([OH:8])=[O:7])#[N:2].C(=O)([O-])[O-:22].[K+].[K+].CC(C)=O.NC(N)=O.OO. Product: [NH2:2][C:1]([C:3]1[CH:4]=[C:5]([CH:9]=[C:10]([C:12]([N:14]([CH2:18][CH2:19][CH3:20])[CH2:15][CH2:16][CH3:17])=[O:13])[CH:11]=1)[C:6]([OH:8])=[O:7])=[O:22]. The catalyst class is: 6. (7) Reactant: CCN(C(C)C)C(C)C.[O:10]([C:17]1[CH:25]=[CH:24][C:20]([C:21]([OH:23])=O)=[CH:19][CH:18]=1)[C:11]1[CH:16]=[CH:15][CH:14]=[CH:13][CH:12]=1.C1C=CC2N(O)N=NC=2C=1.CCN=C=NCCCN(C)C.Cl.Cl.[CH2:49]([O:51][C:52](=[O:55])[CH2:53][NH2:54])[CH3:50]. Product: [CH2:49]([O:51][C:52](=[O:55])[CH2:53][NH:54][C:21](=[O:23])[C:20]1[CH:19]=[CH:18][C:17]([O:10][C:11]2[CH:12]=[CH:13][CH:14]=[CH:15][CH:16]=2)=[CH:25][CH:24]=1)[CH3:50]. The catalyst class is: 18. (8) Reactant: [O:1]1[C:5]([C:6]2[CH:13]=[CH:12][CH:11]=[CH:10][C:7]=2[CH:8]=O)=[CH:4][C:3]2[CH:14]=[CH:15][CH:16]=[CH:17][C:2]1=2.C[Si](N[Si](C)(C)C)(C)C.[Li].[CH2:28]([Mg]Br)[CH:29]=[CH2:30].[Cl-:33].[NH4+:34]. Product: [ClH:33].[O:1]1[C:5]([C:6]2[CH:13]=[CH:12][CH:11]=[CH:10][C:7]=2[CH:8]([CH2:28][CH:29]=[CH2:30])[NH2:34])=[CH:4][C:3]2[CH:14]=[CH:15][CH:16]=[CH:17][C:2]1=2. The catalyst class is: 188. (9) Reactant: [NH2:1][C:2]1[N:7]=[C:6]([C:8]2[S:12][C:11]3[CH:13]=[CH:14][C:15]([CH2:17][C:18]4[CH:19]=[C:20]([OH:24])[CH:21]=[CH:22][CH:23]=4)=[CH:16][C:10]=3[C:9]=2[CH3:25])[CH:5]=[CH:4][N:3]=1.C([O-])([O-])=O.[K+].[K+].[C:32](OC(=O)C)(=[O:34])[CH3:33]. Product: [C:32]([O:24][C:20]1[CH:21]=[CH:22][CH:23]=[C:18]([CH2:17][C:15]2[CH:14]=[CH:13][C:11]3[S:12][C:8]([C:6]4[CH:5]=[CH:4][N:3]=[C:2]([NH2:1])[N:7]=4)=[C:9]([CH3:25])[C:10]=3[CH:16]=2)[CH:19]=1)(=[O:34])[CH3:33]. The catalyst class is: 3. (10) Reactant: [ClH:1].C(OC1C=C(C=CC=1)C(C1C2C(=CC(OC)=C(OC)C=2)C(C#N)=CN=1)=O)C.C([O:31][C:32]([C:34]1[C:43]2[C:38](=[CH:39][C:40]([O:46][CH3:47])=[C:41]([O:44][CH3:45])[CH:42]=2)[C:37]([C:48](=[O:58])[C:49]2[CH:54]=[CH:53][CH:52]=[C:51]([O:55][CH2:56][CH3:57])[CH:50]=2)=[N:36][CH:35]=1)=[NH:33])C.C(OC1C=C(C=CC=1)C(C1C2C(=CC(OC)=C(OC)C=2)C(C(N)=O)=CN=1)=O)C. Product: [ClH:1].[CH2:56]([O:55][C:51]1[CH:50]=[C:49]([CH:54]=[CH:53][CH:52]=1)[C:48]([C:37]1[C:38]2[C:43](=[CH:42][C:41]([O:44][CH3:45])=[C:40]([O:46][CH3:47])[CH:39]=2)[C:34]([C:32]([NH2:33])=[O:31])=[CH:35][N:36]=1)=[O:58])[CH3:57]. The catalyst class is: 8.